This data is from Reaction yield outcomes from USPTO patents with 853,638 reactions. The task is: Predict the reaction yield, written as a fraction of the theoretical maximum amount of product (1.0 means a 100% yield; for example, 0.34 means a 34% yield). (1) The reactants are Br[C:2]1[CH:3]=[C:4]([N:10]2[CH2:15][CH2:14][O:13][CH2:12][CH2:11]2)[C:5]([O:8][CH3:9])=[N:6][CH:7]=1.[B:16]1([B:16]2[O:20][C:19]([CH3:22])([CH3:21])[C:18]([CH3:24])([CH3:23])[O:17]2)[O:20][C:19]([CH3:22])([CH3:21])[C:18]([CH3:24])([CH3:23])[O:17]1.C(=O)([O-])[O-].[Na+].[Na+]. The catalyst is O1CCOCC1.C(Cl)Cl.C1C=CC(P(C2C=CC=CC=2)[C-]2C=CC=C2)=CC=1.C1C=CC(P(C2C=CC=CC=2)[C-]2C=CC=C2)=CC=1.Cl[Pd]Cl.[Fe+2]. The product is [CH3:9][O:8][C:5]1[C:4]([N:10]2[CH2:15][CH2:14][O:13][CH2:12][CH2:11]2)=[CH:3][C:2]([B:16]2[O:20][C:19]([CH3:22])([CH3:21])[C:18]([CH3:24])([CH3:23])[O:17]2)=[CH:7][N:6]=1. The yield is 1.00. (2) The reactants are N[C:2]1[N:7]=[C:6](O)[CH:5]=[C:4](Cl)[N:3]=1.[N+:10]([O-])([OH:12])=[O:11].S(=O)(=O)(O)[OH:15]. No catalyst specified. The product is [N+:10]([C:4]1[CH:5]=[CH:6][N:7]=[C:2]([OH:15])[N:3]=1)([O-:12])=[O:11]. The yield is 0.980. (3) The reactants are [CH3:1][C@@H:2]1[CH2:6][CH2:5][CH2:4][N:3]1[CH:7]1[CH2:11][CH2:10][N:9]([C:12]2[CH:17]=[CH:16][C:15]([N+:18]([O-])=O)=[C:14]([CH3:21])[CH:13]=2)[CH2:8]1.[H][H]. The catalyst is CO.C(Cl)Cl.[Pd]. The product is [CH3:21][C:14]1[CH:13]=[C:12]([N:9]2[CH2:10][CH2:11][CH:7]([N:3]3[CH2:4][CH2:5][CH2:6][C@H:2]3[CH3:1])[CH2:8]2)[CH:17]=[CH:16][C:15]=1[NH2:18]. The yield is 1.00. (4) The product is [ClH:51].[NH2:8][C@@H:9]1[C:23](=[O:24])[N:22]2[CH2:25][C@H:26]([O:28][C:29]3[N:30]=[C:31]4[C:36](=[C:37]5[C:42]=3[CH:41]=[CH:40][CH:39]=[CH:38]5)[CH:35]=[CH:34][C:33]([F:43])=[CH:32]4)[CH2:27][C@H:21]2[C:20](=[O:44])[NH:19][C@:18]2([C:46]([O:48][CH2:49][CH3:50])=[O:47])[CH2:45][C@H:17]2[CH:16]=[CH:15][CH2:14][CH2:13][CH2:12][CH2:11][CH2:10]1. The catalyst is C(Cl)(Cl)Cl.C1(C)C=CC=CC=1. The yield is 1.00. The reactants are C(OC([NH:8][C@@H:9]1[C:23](=[O:24])[N:22]2[CH2:25][C@H:26]([O:28][C:29]3[N:30]=[C:31]4[C:36](=[C:37]5[C:42]=3[CH:41]=[CH:40][CH:39]=[CH:38]5)[CH:35]=[CH:34][C:33]([F:43])=[CH:32]4)[CH2:27][C@H:21]2[C:20](=[O:44])[NH:19][C@:18]2([C:46]([O:48][CH2:49][CH3:50])=[O:47])[CH2:45][C@H:17]2[CH:16]=[CH:15][CH2:14][CH2:13][CH2:12][CH2:11][CH2:10]1)=O)(C)(C)C.[ClH:51]. (5) The reactants are Cl.[F:2][C:3]1[CH:22]=[CH:21][CH:20]=[CH:19][C:4]=1[CH2:5][N:6]1[C:10]([C:11]2[CH:15]=[CH:14][O:13][N:12]=2)=[CH:9][C:8]([C:16](=[NH:18])[NH2:17])=[N:7]1.O.[NH2:24]N.[O:26]=[CH:27][C:28](OCC)=O. The catalyst is C(O)C. The product is [F:2][C:3]1[CH:22]=[CH:21][CH:20]=[CH:19][C:4]=1[CH2:5][N:6]1[C:10]([C:11]2[CH:15]=[CH:14][O:13][N:12]=2)=[CH:9][C:8]([C:16]2[NH:17][C:27](=[O:26])[CH:28]=[N:24][N:18]=2)=[N:7]1. The yield is 0.730.